From a dataset of Forward reaction prediction with 1.9M reactions from USPTO patents (1976-2016). Predict the product of the given reaction. (1) The product is: [C:19]([C:18]1[C:17]([N+:22]([O-:24])=[O:23])=[CH:16][C:15]([O:25][CH2:26][CH2:27][O:28][CH3:29])=[C:14]([CH:21]=1)[O:13][CH2:12][CH2:11][O:10][CH2:9][CH2:8][O:7][CH2:6][CH2:5][O:4][CH2:3][CH2:2][O:25][C:15]1[C:37]([O:38][CH2:39][CH2:40][O:33][CH3:30])=[CH:36][C:18]([C:19]#[N:20])=[C:17]([N+:22]([O-:24])=[O:23])[CH:16]=1)#[N:20]. Given the reactants Br[CH2:2][CH2:3][O:4][CH2:5][CH2:6][O:7][CH2:8][CH2:9][O:10][CH2:11][CH2:12][O:13][C:14]1[C:15]([O:25][CH2:26][CH2:27][O:28][CH3:29])=[CH:16][C:17]([N+:22]([O-:24])=[O:23])=[C:18]([CH:21]=1)[C:19]#[N:20].[C:30]([O-:33])([O-])=O.[K+].[K+].[CH3:36][C:37](=O)[O:38][CH2:39][CH3:40], predict the reaction product. (2) Given the reactants [S:1](=[N:3][C:4]1[CH:5]=[C:6]([CH:10]=[CH:11][CH:12]=1)[C:7](Cl)=[O:8])=[O:2].[CH2:13]([C:15]1[CH:20]=[C:19]([C:21]([F:30])([C:26]([F:29])([F:28])[F:27])[C:22]([F:25])([F:24])[F:23])[CH:18]=[C:17]([CH3:31])[C:16]=1[NH2:32])[CH3:14], predict the reaction product. The product is: [S:1](=[N:3][C:4]1[CH:5]=[C:6]([CH:10]=[CH:11][CH:12]=1)[C:7]([NH:32][C:16]1[C:17]([CH3:31])=[CH:18][C:19]([C:21]([F:30])([C:22]([F:23])([F:24])[F:25])[C:26]([F:27])([F:28])[F:29])=[CH:20][C:15]=1[CH2:13][CH3:14])=[O:8])=[O:2].